Dataset: Reaction yield outcomes from USPTO patents with 853,638 reactions. Task: Predict the reaction yield, written as a fraction of the theoretical maximum amount of product (1.0 means a 100% yield; for example, 0.34 means a 34% yield). (1) The reactants are Br[C:2]1[CH:7]=[CH:6][C:5]([S:8]([NH:11][C:12]2[CH:17]=[CH:16][C:15]([O:18][CH3:19])=[C:14]([O:20][CH3:21])[CH:13]=2)(=[O:10])=[O:9])=[CH:4][CH:3]=1.C([C:24]1[CH:32]=[CH:31][CH:30]=[C:26]([C:27](N)=[O:28])[C:25]=1[C:33]([NH2:35])=[O:34])=C.[C:36]1(C)C=CC=C[C:37]=1P(C1C=CC=CC=1C)C1C=CC=CC=1C.C(N(CC)CC)C. The catalyst is CN(C)C=O.C1C=CC(/C=C/C(/C=C/C2C=CC=CC=2)=O)=CC=1.C1C=CC(/C=C/C(/C=C/C2C=CC=CC=2)=O)=CC=1.C1C=CC(/C=C/C(/C=C/C2C=CC=CC=2)=O)=CC=1.[Pd].[Pd]. The product is [CH3:21][O:20][C:14]1[CH:13]=[C:12]([NH:11][S:8]([C:5]2[CH:6]=[CH:7][C:2](/[CH:36]=[CH:37]/[N:35]3[C:33](=[O:34])[C:25]4[C:26](=[CH:30][CH:31]=[CH:32][CH:24]=4)[C:27]3=[O:28])=[CH:3][CH:4]=2)(=[O:10])=[O:9])[CH:17]=[CH:16][C:15]=1[O:18][CH3:19]. The yield is 0.260. (2) The reactants are N[CH:2]1[CH2:6][CH2:5][CH:4]([N:7]2[C:16]3[CH:15]=[CH:14][CH:13]=[C:12]([Cl:17])[C:11]=3[C:10]3=[N:18][O:19][C:20]([CH3:21])=[C:9]3[C:8]2=[O:22])[CH2:3]1.[CH3:23][O:24][C:25]1[CH:26]=[C:27]([CH2:35][C:36]([OH:38])=O)[CH:28]=[C:29]([O:33][CH3:34])[C:30]=1[O:31][CH3:32].CC[N:41](CC)CC.C1C=CC2N(O)N=NC=2C=1.CCN=C=NCCCN(C)C. The catalyst is C(Cl)Cl.CN(C1C=CN=CC=1)C. The product is [Cl:17][C:12]1[C:11]2[C:10]3[C:9](=[C:20]([CH3:21])[O:19][N:18]=3)[C:8](=[O:22])[N:7]([C:4]3([C:29]4([O:33][CH3:34])[C:30]([O:31][CH3:32])=[C:25]([O:24][CH3:23])[CH:26]=[C:27]([CH2:35][C:36]([NH2:41])=[O:38])[CH2:28]4)[CH2:3][CH2:2][CH2:6][CH2:5]3)[C:16]=2[CH:15]=[CH:14][CH:13]=1. The yield is 0.660. (3) The reactants are Cl[C:2](Cl)(Cl)[CH:3]([OH:5])O.S([O-])([O-])(=O)=O.[Na+].[Na+].S(O)(O)(=O)=O.[NH2:20][OH:21].[NH2:22][C:23]1[CH:24]=[C:25]2[C:29](=[CH:30][CH:31]=1)[CH2:28][CH2:27][CH2:26]2.Cl. The catalyst is O. The product is [OH:21][N:20]=[CH:2][C:3]([NH:22][C:23]1[CH:24]=[C:25]2[C:29](=[CH:30][CH:31]=1)[CH2:28][CH2:27][CH2:26]2)=[O:5]. The yield is 0.810. (4) The catalyst is C(Cl)Cl.O. The reactants are [CH:1]1([CH:7](O)[C:8]2[N:12]([CH3:13])[C:11]([C:14]([O:16][CH3:17])=[O:15])=[CH:10][CH:9]=2)[CH2:6][CH2:5][CH2:4][CH2:3][CH2:2]1.[SiH](CC)(CC)CC.C(O)(C(F)(F)F)=O. The yield is 0.640. The product is [CH:1]1([CH2:7][C:8]2[N:12]([CH3:13])[C:11]([C:14]([O:16][CH3:17])=[O:15])=[CH:10][CH:9]=2)[CH2:2][CH2:3][CH2:4][CH2:5][CH2:6]1. (5) The reactants are [C:1]([NH2:5])([CH3:4])([CH3:3])[CH3:2].Br[C:7]1[CH:12]=[CH:11][CH:10]=[CH:9][CH:8]=1.CC(C)([O-])C.[Na+]. The catalyst is C1C=CC(/C=C/C(/C=C/C2C=CC=CC=2)=O)=CC=1.C1C=CC(/C=C/C(/C=C/C2C=CC=CC=2)=O)=CC=1.[Pd].C1(P(C2C=CC=CC=2)C2C=CC3C(=CC=CC=3)C=2C2C3C(=CC=CC=3)C=CC=2P(C2C=CC=CC=2)C2C=CC=CC=2)C=CC=CC=1.C1(C)C=CC=CC=1. The product is [C:1]([NH:5][C:7]1[CH:12]=[CH:11][CH:10]=[CH:9][CH:8]=1)([CH3:4])([CH3:3])[CH3:2]. The yield is 0.833. (6) The reactants are [CH3:1][C:2]1[S:3][C:4]2[CH:10]=[C:9]([S:11](Cl)(=[O:13])=[O:12])[CH:8]=[CH:7][C:5]=2[N:6]=1.C(N(CC)CC)C.[CH3:22][N:23]([CH3:27])[CH2:24][CH2:25][NH2:26]. The catalyst is C1COCC1. The product is [CH3:22][N:23]([CH3:27])[CH2:24][CH2:25][NH:26][S:11]([C:9]1[CH:8]=[CH:7][C:5]2[N:6]=[C:2]([CH3:1])[S:3][C:4]=2[CH:10]=1)(=[O:13])=[O:12]. The yield is 0.840.